Task: Predict the reaction yield, written as a fraction of the theoretical maximum amount of product (1.0 means a 100% yield; for example, 0.34 means a 34% yield).. Dataset: Reaction yield outcomes from USPTO patents with 853,638 reactions The reactants are [C:1]([O:5][C:6]([N:8]1[CH2:14][CH2:13][CH2:12][C@H:11]([N:15]([CH2:22][C:23]2[CH:28]=[C:27]([C:29]([F:32])([F:31])[F:30])[CH:26]=[C:25]([C:33]([F:36])([F:35])[F:34])[CH:24]=2)[C:16](=O)[CH2:17][C:18](=O)[CH3:19])[C:10]2[CH:37]=[C:38]([CH3:45])[C:39]([C:41]([F:44])([F:43])[F:42])=[CH:40][C:9]1=2)=[O:7])([CH3:4])([CH3:3])[CH3:2].Cl.[NH2:47][OH:48].C([O-])(=O)C.[Na+]. The catalyst is CO. The product is [C:1]([O:5][C:6]([N:8]1[CH2:14][CH2:13][CH2:12][C@H:11]([N:15]([CH2:22][C:23]2[CH:28]=[C:27]([C:29]([F:32])([F:30])[F:31])[CH:26]=[C:25]([C:33]([F:35])([F:36])[F:34])[CH:24]=2)[C:16]2[O:48][N:47]=[C:18]([CH3:19])[CH:17]=2)[C:10]2[CH:37]=[C:38]([CH3:45])[C:39]([C:41]([F:44])([F:42])[F:43])=[CH:40][C:9]1=2)=[O:7])([CH3:4])([CH3:2])[CH3:3]. The yield is 0.170.